This data is from Forward reaction prediction with 1.9M reactions from USPTO patents (1976-2016). The task is: Predict the product of the given reaction. (1) Given the reactants [CH:1]1([CH2:6][CH:7]([C:18]2[NH:29][C:21]3=[N:22][CH:23]=[C:24]([C:26](O)=[O:27])[CH:25]=[C:20]3[CH:19]=2)[C:8]2[CH:13]=[CH:12][C:11]([S:14]([CH3:17])(=[O:16])=[O:15])=[CH:10][CH:9]=2)[CH2:5][CH2:4][CH2:3][CH2:2]1.[NH:30]1[CH2:35][CH2:34][O:33][CH2:32][CH2:31]1.CN1CCOCC1.O.ON1C2C=CC=CC=2N=N1.Cl.CN(C)CCCN=C=NCC, predict the reaction product. The product is: [CH:1]1([CH2:6][CH:7]([C:18]2[NH:29][C:21]3=[N:22][CH:23]=[C:24]([C:26]([N:30]4[CH2:35][CH2:34][O:33][CH2:32][CH2:31]4)=[O:27])[CH:25]=[C:20]3[CH:19]=2)[C:8]2[CH:13]=[CH:12][C:11]([S:14]([CH3:17])(=[O:15])=[O:16])=[CH:10][CH:9]=2)[CH2:5][CH2:4][CH2:3][CH2:2]1. (2) Given the reactants C([CH2:8][NH:9][CH2:10][CH2:11][C:12]1[C:16]2=[C:17]3[C:22](=[CH:23][CH:24]=[C:15]2[NH:14][CH:13]=1)[C:21](=[O:25])[NH:20][CH:19]=[CH:18]3)C1C=CC=CC=1, predict the reaction product. The product is: [CH3:8][NH:9][CH2:10][CH2:11][C:12]1[C:16]2=[C:17]3[C:22](=[CH:23][CH:24]=[C:15]2[NH:14][CH:13]=1)[C:21](=[O:25])[NH:20][CH:19]=[CH:18]3. (3) Given the reactants [N+:1]([C:4]1[C:62]([CH3:63])=[CH:61][CH:60]=[CH:59][C:5]=1[CH2:6][N:7]1[CH2:11][CH2:10][N:9]([C@@H:12]([C:54]([CH3:57])([CH3:56])[CH3:55])[C:13]([NH:15][C@@H:16]([CH2:47][C:48]2[CH:53]=[CH:52][CH:51]=[CH:50][CH:49]=2)[C@@H:17]([OH:46])[CH2:18][C@@H:19]([NH:33][C:34]([C@@H:36]([NH:41][C:42](=[O:45])[O:43][CH3:44])[C:37]([CH3:40])([CH3:39])[CH3:38])=[O:35])[CH2:20][C:21]2[CH:26]=[CH:25][C:24]([C:27]3[CH:32]=[CH:31][CH:30]=[CH:29][N:28]=3)=[CH:23][CH:22]=2)=[O:14])[C:8]1=[O:58])([O-])=O.[H][H], predict the reaction product. The product is: [NH2:1][C:4]1[C:62]([CH3:63])=[CH:61][CH:60]=[CH:59][C:5]=1[CH2:6][N:7]1[CH2:11][CH2:10][N:9]([C@@H:12]([C:54]([CH3:55])([CH3:56])[CH3:57])[C:13]([NH:15][C@@H:16]([CH2:47][C:48]2[CH:53]=[CH:52][CH:51]=[CH:50][CH:49]=2)[C@@H:17]([OH:46])[CH2:18][C@@H:19]([NH:33][C:34]([C@@H:36]([NH:41][C:42](=[O:45])[O:43][CH3:44])[C:37]([CH3:39])([CH3:38])[CH3:40])=[O:35])[CH2:20][C:21]2[CH:26]=[CH:25][C:24]([C:27]3[CH:32]=[CH:31][CH:30]=[CH:29][N:28]=3)=[CH:23][CH:22]=2)=[O:14])[C:8]1=[O:58]. (4) Given the reactants C([O:8][C:9]1[CH:14]=[CH:13][C:12]([N:15]2[C:19]3=[N:20][CH:21]=[C:22]([Cl:24])[CH:23]=[C:18]3[N:17]([CH:25]([CH3:27])[CH3:26])[C:16]2=[O:28])=[CH:11][CH:10]=1)C1C=CC=CC=1, predict the reaction product. The product is: [Cl:24][C:22]1[CH:23]=[C:18]2[N:17]([CH:25]([CH3:27])[CH3:26])[C:16](=[O:28])[N:15]([C:12]3[CH:13]=[CH:14][C:9]([OH:8])=[CH:10][CH:11]=3)[C:19]2=[N:20][CH:21]=1. (5) Given the reactants [O:1]1[C:5]2[CH:6]=[CH:7][C:8]([C:10]3[CH:11]=[C:12]([C:17]([O:19]C)=[O:18])[C:13](=[O:16])[NH:14][N:15]=3)=[CH:9][C:4]=2[CH2:3][CH2:2]1.C(=O)([O-])[O-].[K+].[K+].Br[CH2:28][CH:29]1[CH2:31][CH2:30]1.C(=O)([O-])O.[Na+], predict the reaction product. The product is: [C:17]([C:12]1[C:13](=[O:16])[N:14]([CH2:28][CH:29]2[CH2:31][CH2:30]2)[N:15]=[C:10]([C:8]2[CH:7]=[CH:6][C:5]3[O:1][CH2:2][CH2:3][C:4]=3[CH:9]=2)[CH:11]=1)([OH:19])=[O:18]. (6) The product is: [C:30]1([CH:7]([C:1]2[CH:2]=[CH:3][CH:4]=[CH:5][CH:6]=2)[CH2:8][NH:9][C:10]2[N:18]=[C:17]([C:19]([NH:21][CH2:22][CH2:23][N:24]3[CH2:29][CH2:28][CH2:27][CH2:26][CH2:25]3)=[O:20])[N:16]=[C:15]3[C:11]=2[N:12]=[CH:13][N:14]3[C@@H:52]2[O:64][C@H:63]([CH2:65][O:66][C:67](=[O:69])[CH3:68])[C@@H:58]([O:59][C:60](=[O:62])[CH3:61])[C@H:53]2[O:54][C:55](=[O:57])[CH3:56])[CH:35]=[CH:34][CH:33]=[CH:32][CH:31]=1. Given the reactants [C:1]1([CH:7]([C:30]2[CH:35]=[CH:34][CH:33]=[CH:32][CH:31]=2)[CH2:8][NH:9][C:10]2[N:18]=[C:17]([C:19]([NH:21][CH2:22][CH2:23][N:24]3[CH2:29][CH2:28][CH2:27][CH2:26][CH2:25]3)=[O:20])[N:16]=[C:15]3[C:11]=2[N:12]=[CH:13][NH:14]3)[CH:6]=[CH:5][CH:4]=[CH:3][CH:2]=1.FC(F)(F)S(O[Si](C)(C)C)(=O)=O.C(O[C@@H:52]1[O:64][C@H:63]([CH2:65][O:66][C:67](=[O:69])[CH3:68])[C@@H:58]([O:59][C:60](=[O:62])[CH3:61])[C@H:53]1[O:54][C:55](=[O:57])[CH3:56])(=O)C, predict the reaction product.